Dataset: Peptide-MHC class II binding affinity with 134,281 pairs from IEDB. Task: Regression. Given a peptide amino acid sequence and an MHC pseudo amino acid sequence, predict their binding affinity value. This is MHC class II binding data. (1) The peptide sequence is KYKANWIEIMRIKKL. The MHC is DRB3_0202 with pseudo-sequence DRB3_0202. The binding affinity (normalized) is 0.635. (2) The peptide sequence is QPNLKALREKVLGLP. The MHC is DRB1_1201 with pseudo-sequence DRB1_1201. The binding affinity (normalized) is 0.400. (3) The peptide sequence is AFKVNATAANAAPAN. The MHC is HLA-DPA10201-DPB11401 with pseudo-sequence HLA-DPA10201-DPB11401. The binding affinity (normalized) is 0.629. (4) The peptide sequence is MKKYFAATQFEPLAA. The MHC is HLA-DPA10103-DPB10601 with pseudo-sequence HLA-DPA10103-DPB10601. The binding affinity (normalized) is 1.00. (5) The MHC is DRB1_0101 with pseudo-sequence DRB1_0101. The binding affinity (normalized) is 0.844. The peptide sequence is LLVTFKNAHAKKPEV. (6) The peptide sequence is RAATAGTTVYGAFAA. The MHC is HLA-DQA10501-DQB10301 with pseudo-sequence HLA-DQA10501-DQB10301. The binding affinity (normalized) is 0.719. (7) The peptide sequence is EVEKAKRALSSQHQARIEIE. The MHC is DRB1_0405 with pseudo-sequence DRB1_0405. The binding affinity (normalized) is 0.574.